Dataset: Reaction yield outcomes from USPTO patents with 853,638 reactions. Task: Predict the reaction yield, written as a fraction of the theoretical maximum amount of product (1.0 means a 100% yield; for example, 0.34 means a 34% yield). (1) The reactants are [CH3:1][C:2]1[CH:7]=[C:6]([CH3:8])[NH:5][C:4](=[O:9])[C:3]=1[CH2:10][NH:11][C:12](=[O:36])[C:13]1[CH:18]=[C:17]([C:19]2[CH:20]=[N:21][C:22]([CH:25]=O)=[CH:23][CH:24]=2)[CH:16]=[C:15]([N:27]([CH3:34])[CH:28]2[CH2:33][CH2:32][O:31][CH2:30][CH2:29]2)[C:14]=1[CH3:35].[NH:37]1[CH2:42][CH2:41][O:40][CH2:39][CH2:38]1.C(O)(=O)C.C([BH3-])#N.[Na+]. The catalyst is CO. The yield is 0.700. The product is [CH3:1][C:2]1[CH:7]=[C:6]([CH3:8])[NH:5][C:4](=[O:9])[C:3]=1[CH2:10][NH:11][C:12](=[O:36])[C:13]1[CH:18]=[C:17]([C:19]2[CH:20]=[N:21][C:22]([CH2:25][N:37]3[CH2:42][CH2:41][O:40][CH2:39][CH2:38]3)=[CH:23][CH:24]=2)[CH:16]=[C:15]([N:27]([CH3:34])[CH:28]2[CH2:29][CH2:30][O:31][CH2:32][CH2:33]2)[C:14]=1[CH3:35]. (2) The yield is 0.640. No catalyst specified. The reactants are Cl[CH2:2][C:3]([NH:5][C:6]1[C:19]2[C:18](=[O:20])[C:17]3[C:12](=[CH:13][CH:14]=[CH:15][C:16]=3[NH:21][C:22](=[O:25])[CH2:23]Cl)[C:11](=[O:26])[C:10]=2[CH:9]=[CH:8][CH:7]=1)=[O:4].[CH3:27][NH:28][CH3:29].[CH3:30][N:31](C)[CH:32]=O. The product is [CH3:27][N:28]([CH3:29])[CH2:2][C:3]([NH:5][C:6]1[C:19]2[C:18](=[O:20])[C:17]3[C:12](=[CH:13][CH:14]=[CH:15][C:16]=3[NH:21][C:22](=[O:25])[CH2:23][N:31]([CH3:32])[CH3:30])[C:11](=[O:26])[C:10]=2[CH:9]=[CH:8][CH:7]=1)=[O:4]. (3) The reactants are N([C:10]([CH3:16])(C)[C:11]([O:13][CH3:14])=O)=N[C:10](C)([CH3:16])[C:11]([O:13][CH3:14])=O.[OH2:17].CO.C[C:21](=[O:24])[CH2:22]C. The catalyst is CCCCCC. The product is [C:21]([O:24][CH:10]([CH3:16])[CH2:11][O:13][CH3:14])(=[O:17])[CH3:22]. The yield is 0.600. (4) The reactants are [N:1]1([CH2:7][CH2:8][CH2:9][O:10][C:11]2[CH:16]=[CH:15][C:14]([C:17]3([CH2:23][NH:24][C:25](=O)[CH3:26])[CH2:22][CH2:21][O:20][CH2:19][CH2:18]3)=[CH:13][CH:12]=2)[CH2:6][CH2:5][S:4][CH2:3][CH2:2]1.[H-].[Al+3].[Li+].[H-].[H-].[H-]. No catalyst specified. The product is [N:1]1([CH2:7][CH2:8][CH2:9][O:10][C:11]2[CH:12]=[CH:13][C:14]([C:17]3([CH2:23][NH:24][CH2:25][CH3:26])[CH2:22][CH2:21][O:20][CH2:19][CH2:18]3)=[CH:15][CH:16]=2)[CH2:6][CH2:5][S:4][CH2:3][CH2:2]1. The yield is 0.440. (5) The reactants are C([O:8][C:9]1[CH:18]=[C:17]2[C:12]([C:13]([NH:19][C:20]3[C:25]([F:26])=[CH:24][C:23]([Cl:27])=[CH:22][C:21]=3[F:28])=[N:14][CH:15]=[N:16]2)=[CH:11][C:10]=1[O:29][CH3:30])C1C=CC=CC=1. The catalyst is C(O)(C(F)(F)F)=O. The product is [Cl:27][C:23]1[CH:22]=[C:21]([F:28])[C:20]([NH:19][C:13]2[C:12]3[C:17](=[CH:18][C:9]([OH:8])=[C:10]([O:29][CH3:30])[CH:11]=3)[N:16]=[CH:15][N:14]=2)=[C:25]([F:26])[CH:24]=1. The yield is 0.800. (6) The reactants are C1(C)C=CC(S(O)(=O)=O)=CC=1.C(OC(=O)[CH2:17][NH:18][CH3:19])C=C.C1C=NC2N([OH:30])N=NC=2C=1.C[N:32]([C:34]([O:38]N1N=NC2C=CC=NC1=2)=[N+:35]([CH3:37])[CH3:36])C.F[P-](F)(F)(F)(F)F.CC[N:57]([CH:61](C)C)C(C)C. The catalyst is CN(C=O)C. The product is [CH3:37][N:35]([C:34]([N:32]=[N:57][C:61]([N:18]([CH3:17])[CH3:19])=[O:30])=[O:38])[CH3:36]. The yield is 0.760. (7) The catalyst is CN(C=O)C.C(OCC)C. The product is [Cl:32][C:19]1[CH:18]=[C:17]([NH:16][C:11]2[C:10]([C:9]#[C:8][C:4]3[CH:3]=[C:2]([NH:1][C:33](=[O:35])[CH3:34])[CH:7]=[CH:6][CH:5]=3)=[CH:15][N:14]=[CH:13][N:12]=2)[CH:22]=[CH:21][C:20]=1[O:23][CH2:24][C:25]1[CH:30]=[CH:29][CH:28]=[C:27]([F:31])[CH:26]=1. The yield is 0.790. The reactants are [NH2:1][C:2]1[CH:3]=[C:4]([C:8]#[C:9][C:10]2[C:11]([NH:16][C:17]3[CH:22]=[CH:21][C:20]([O:23][CH2:24][C:25]4[CH:30]=[CH:29][CH:28]=[C:27]([F:31])[CH:26]=4)=[C:19]([Cl:32])[CH:18]=3)=[N:12][CH:13]=[N:14][CH:15]=2)[CH:5]=[CH:6][CH:7]=1.[C:33](OC(=O)C)(=[O:35])[CH3:34].